Dataset: Full USPTO retrosynthesis dataset with 1.9M reactions from patents (1976-2016). Task: Predict the reactants needed to synthesize the given product. (1) Given the product [NH2:1][CH2:4][C:5]1[CH:6]=[C:7]([CH2:11][CH:12]([NH:14][C:15]2[N:20]=[C:19]([N:21]3[C:26]4=[N:27][C:28]([C:32]5[CH:33]=[CH:34][CH:35]=[CH:36][CH:37]=5)=[CH:29][C:30](=[O:31])[N:25]4[CH2:24][CH2:23][CH2:22]3)[CH:18]=[CH:17][N:16]=2)[CH3:13])[CH:8]=[CH:9][CH:10]=1, predict the reactants needed to synthesize it. The reactants are: [N:1]([CH2:4][C:5]1[CH:6]=[C:7]([CH2:11][CH:12]([NH:14][C:15]2[N:20]=[C:19]([N:21]3[C:26]4=[N:27][C:28]([C:32]5[CH:37]=[CH:36][CH:35]=[CH:34][CH:33]=5)=[CH:29][C:30](=[O:31])[N:25]4[CH2:24][CH2:23][CH2:22]3)[CH:18]=[CH:17][N:16]=2)[CH3:13])[CH:8]=[CH:9][CH:10]=1)=[N+]=[N-].[H][H]. (2) Given the product [C:12]([O:16][C:17]([N:19]1[CH2:24][CH2:23][CH2:22][CH:21]([NH:1][C:2]2[CH:11]=[CH:10][CH:9]=[C:8]3[C:3]=2[CH:4]=[CH:5][N:6]=[CH:7]3)[CH2:20]1)=[O:18])([CH3:15])([CH3:13])[CH3:14], predict the reactants needed to synthesize it. The reactants are: [NH2:1][C:2]1[CH:11]=[CH:10][CH:9]=[C:8]2[C:3]=1[CH:4]=[CH:5][N:6]=[CH:7]2.[C:12]([O:16][C:17]([N:19]1[CH2:24][CH2:23][CH2:22][CH:21](N)[CH2:20]1)=[O:18])([CH3:15])([CH3:14])[CH3:13].[O-]S([O-])(=O)=O.[Na+].[Na+].[BH-](OC(C)=O)(OC(C)=O)OC(C)=O.[Na+].C([O-])([O-])=O.[K+].[K+]. (3) Given the product [N+:1]([C:4]1[CH:5]=[C:6]2[C:10](=[CH:11][CH:12]=1)[CH2:9][CH:8]([CH2:13][OH:14])[CH2:7]2)([O-:3])=[O:2], predict the reactants needed to synthesize it. The reactants are: [N+:1]([C:4]1[CH:5]=[C:6]2[C:10](=[CH:11][CH:12]=1)[CH2:9][CH:8]([C:13](O)=[O:14])[CH2:7]2)([O-:3])=[O:2]. (4) Given the product [C:1]([C:5]1[O:9][N:8]=[C:7]([NH:10][C:11]([NH:13][C:14]2[CH:19]=[CH:18][CH:17]=[C:16]([O:20][C:21]3[C:30]4[C:25](=[CH:26][C:27]([O:33][CH2:34][CH2:35][N:37]5[CH2:42][CH2:41][O:40][CH2:39][CH2:38]5)=[C:28]([O:31][CH3:32])[CH:29]=4)[N:24]=[CH:23][N:22]=3)[CH:15]=2)=[O:12])[CH:6]=1)([CH3:4])([CH3:3])[CH3:2], predict the reactants needed to synthesize it. The reactants are: [C:1]([C:5]1[O:9][N:8]=[C:7]([NH:10][C:11]([NH:13][C:14]2[CH:19]=[CH:18][CH:17]=[C:16]([O:20][C:21]3[C:30]4[C:25](=[CH:26][C:27]([O:33][CH2:34][CH2:35]Cl)=[C:28]([O:31][CH3:32])[CH:29]=4)[N:24]=[CH:23][N:22]=3)[CH:15]=2)=[O:12])[CH:6]=1)([CH3:4])([CH3:3])[CH3:2].[NH:37]1[CH2:42][CH2:41][O:40][CH2:39][CH2:38]1.C(N(C(C)C)CC)(C)C. (5) Given the product [Cl:1][C:2]1[C:11]([O:12][CH:13]2[CH2:18][CH2:17][CH:16]([NH:33][CH:27]3[CH2:32][CH2:31][CH2:30][CH2:29][CH2:28]3)[CH2:15][CH2:14]2)=[CH:10][CH:9]=[C:8]2[C:3]=1[CH:4]=[CH:5][N:6]=[CH:7]2, predict the reactants needed to synthesize it. The reactants are: [Cl:1][C:2]1[C:11]([O:12][CH:13]2[CH2:18][CH2:17][C:16](=O)[CH2:15][CH2:14]2)=[CH:10][CH:9]=[C:8]2[C:3]=1[CH:4]=[CH:5][N:6]=[CH:7]2.C(N(CC)CC)C.[CH:27]1([NH2:33])[CH2:32][CH2:31][CH2:30][CH2:29][CH2:28]1.C(O)(=O)C.C([BH3-])#N.[Na+]. (6) Given the product [CH:1]1(/[CH:6]=[CH:7]/[C@@H:8]([OH:9])[C@H:10]([OH:14])[C@@H:11]([OH:19])[C@@H:12]([O:16][CH2:17][CH3:18])[C:13]([NH:21][C@@H:22]2[C:28](=[O:29])[NH:27][C:26]3[CH:30]=[CH:31][CH:32]=[CH:33][C:25]=3[O:24][CH2:23]2)=[O:15])[CH2:5][CH2:4][CH2:3][CH2:2]1, predict the reactants needed to synthesize it. The reactants are: [CH:1]1(/[CH:6]=[CH:7]/[C@H:8]([C@@H:10]2[O:14][C:13](=[O:15])[C@H:12]([O:16][CH2:17][CH3:18])[C@@H:11]2[OH:19])[OH:9])[CH2:5][CH2:4][CH2:3][CH2:2]1.Cl.[NH2:21][C@@H:22]1[C:28](=[O:29])[NH:27][C:26]2[CH:30]=[CH:31][CH:32]=[CH:33][C:25]=2[O:24][CH2:23]1.C(C(CCCC)C([O-])=O)C.[Na+]. (7) Given the product [F:27][C:28]1[CH:29]=[C:30]([N:34]2[C:5]([C:7]3[C:12](=[O:13])[CH:11]=[CH:10][N:9]([C:14]4[CH:15]=[C:16]([S:20]([N:23]([CH3:25])[CH3:24])(=[O:22])=[O:21])[CH:17]=[CH:18][CH:19]=4)[N:8]=3)=[CH:4][CH:3]=[N:35]2)[CH:31]=[CH:32][CH:33]=1, predict the reactants needed to synthesize it. The reactants are: CN(C)/[CH:3]=[CH:4]/[C:5]([C:7]1[C:12](=[O:13])[CH:11]=[CH:10][N:9]([C:14]2[CH:15]=[C:16]([S:20]([N:23]([CH3:25])[CH3:24])(=[O:22])=[O:21])[CH:17]=[CH:18][CH:19]=2)[N:8]=1)=O.[F:27][C:28]1[CH:29]=[C:30]([NH:34][NH2:35])[CH:31]=[CH:32][CH:33]=1.